This data is from Full USPTO retrosynthesis dataset with 1.9M reactions from patents (1976-2016). The task is: Predict the reactants needed to synthesize the given product. (1) Given the product [NH2:16][C:14]1[CH:13]=[CH:12][C:11]2[N:3]([CH2:1][CH3:2])[C:4](=[O:19])[C:5]3([O:9][C:10]=2[CH:15]=1)[CH2:8][CH2:7][CH2:6]3, predict the reactants needed to synthesize it. The reactants are: [CH2:1]([N:3]1[C:11]2[CH:12]=[CH:13][C:14]([N+:16]([O-])=O)=[CH:15][C:10]=2[O:9][C:5]2([CH2:8][CH2:7][CH2:6]2)[C:4]1=[O:19])[CH3:2].[H][H]. (2) Given the product [C:1]([O:5][C:6](=[O:43])[CH2:7][C@H:8]([NH2:11])[CH:9]=[O:10])([CH3:4])([CH3:3])[CH3:2], predict the reactants needed to synthesize it. The reactants are: [C:1]([O:5][C:6](=NNC(N)=O)[CH2:7][C@H:8]([NH:11]C(OCC1C2CC3C(=CC=CC=3)C=2C=CC=1)=O)[CH:9]=[O:10])([CH3:4])([CH3:3])[CH3:2].C(NCC)C.CN(C=[O:43])C.